Dataset: Retrosynthesis with 50K atom-mapped reactions and 10 reaction types from USPTO. Task: Predict the reactants needed to synthesize the given product. Given the product CC1(C)CCCn2c1nc(C(=O)NCc1ccc(F)cc1-n1cncn1)c(O)c2=O, predict the reactants needed to synthesize it. The reactants are: CC1(C)CCCn2c1nc(C(=O)NCc1ccc(F)cc1-n1cncn1)c(OCc1ccccc1)c2=O.